This data is from Full USPTO retrosynthesis dataset with 1.9M reactions from patents (1976-2016). The task is: Predict the reactants needed to synthesize the given product. (1) Given the product [CH3:1][O:2][C:3](=[O:19])[C:4]1[CH:9]=[C:8]([Br:10])[C:7]([Cl:11])=[CH:6][C:5]=1[N:12]([C:13]([O:15][CH:16]([CH3:17])[CH3:18])=[O:14])[CH2:27][CH2:28][CH2:29][C:30]([O:32][CH3:33])=[O:31], predict the reactants needed to synthesize it. The reactants are: [CH3:1][O:2][C:3](=[O:19])[C:4]1[CH:9]=[C:8]([Br:10])[C:7]([Cl:11])=[CH:6][C:5]=1[NH:12][C:13]([O:15][CH:16]([CH3:18])[CH3:17])=[O:14].C(=O)([O-])[O-].[Cs+].[Cs+].Br[CH2:27][CH2:28][CH2:29][C:30]([O:32][CH3:33])=[O:31]. (2) Given the product [OH:1][C:2]1[CH:3]=[C:4]([CH2:10][C:11]([O:13][CH2:15][CH3:16])=[O:12])[CH:5]=[CH:6][C:7]=1[O:8][CH3:9], predict the reactants needed to synthesize it. The reactants are: [OH:1][C:2]1[CH:3]=[C:4]([CH2:10][C:11]([OH:13])=[O:12])[CH:5]=[CH:6][C:7]=1[O:8][CH3:9].O.[C:15]1(C)C=CC(S(O)(=O)=O)=C[CH:16]=1. (3) Given the product [C:47]([CH2:35][C:26]([O:25][C:24]1[CH:36]=[CH:37][C:21]([CH2:20][N:12]([CH2:11][C:10]([NH:9][C:3]2[CH:4]=[CH:5][C:6]([Cl:8])=[CH:7][C:2]=2[Cl:1])=[O:39])[CH:13]2[CH:14]([CH3:19])[CH2:15][CH2:16][CH:17]2[CH3:18])=[CH:22][C:23]=1[CH3:38])([CH3:34])[C:27]([OH:29])=[O:28])([CH3:53])([CH3:52])[CH3:48], predict the reactants needed to synthesize it. The reactants are: [Cl:1][C:2]1[CH:7]=[C:6]([Cl:8])[CH:5]=[CH:4][C:3]=1[NH:9][C:10](=[O:39])[CH2:11][N:12]([CH2:20][C:21]1[CH:37]=[CH:36][C:24]([O:25][C:26]([CH3:35])([CH3:34])[C:27]([O:29]C(C)(C)C)=[O:28])=[C:23]([CH3:38])[CH:22]=1)[CH:13]1[CH:17]([CH3:18])[CH2:16][CH2:15][CH:14]1[CH3:19].FC(F)(F)C(O)=O.[C:47]1([CH3:53])[CH:52]=CC=C[CH:48]=1. (4) Given the product [C:1]([O:5][C:6](=[O:20])[NH:7][C:8]1[C:9]([I:34])=[CH:10][C:11]([N:14]2[CH2:15][CH2:16][CH2:17][CH2:18][CH2:19]2)=[N:12][CH:13]=1)([CH3:4])([CH3:2])[CH3:3], predict the reactants needed to synthesize it. The reactants are: [C:1]([O:5][C:6](=[O:20])[NH:7][C:8]1[CH:9]=[CH:10][C:11]([N:14]2[CH2:19][CH2:18][CH2:17][CH2:16][CH2:15]2)=[N:12][CH:13]=1)([CH3:4])([CH3:3])[CH3:2].C(OC(=O)NC1C=NC(C2C=CC=CC=2)=CC=1[I:34])(C)(C)C. (5) Given the product [N+:26]([C:17]1[CH:18]=[N:19][C:20]2[C:25]([C:16]=1[NH:1][CH2:2][C:3]1([OH:7])[CH2:6][CH2:5][CH2:4]1)=[CH:24][CH:23]=[CH:22][CH:21]=2)([O-:28])=[O:27], predict the reactants needed to synthesize it. The reactants are: [NH2:1][CH2:2][C:3]1([OH:7])[CH2:6][CH2:5][CH2:4]1.C(N(CC)CC)C.Cl[C:16]1[C:25]2[C:20](=[CH:21][CH:22]=[CH:23][CH:24]=2)[N:19]=[CH:18][C:17]=1[N+:26]([O-:28])=[O:27]. (6) Given the product [CH3:1][O:2][C:3](=[O:15])[C:4]1[CH:9]=[CH:8][C:7]([O:10][CH3:11])=[C:6]([CH:12]([OH:14])[CH2:13][CH:28]([OH:29])[C:27]2[CH:26]=[C:25]([CH3:24])[CH:32]=[CH:31][CH:30]=2)[CH:5]=1, predict the reactants needed to synthesize it. The reactants are: [CH3:1][O:2][C:3](=[O:15])[C:4]1[CH:9]=[CH:8][C:7]([O:10][CH3:11])=[C:6]([C:12](=[O:14])[CH3:13])[CH:5]=1.C([N-]C(C)C)(C)C.[Li+].[CH3:24][C:25]1[CH:26]=[C:27]([CH:30]=[CH:31][CH:32]=1)[CH:28]=[O:29].Cl.[BH4-].[Na+].